Task: Regression. Given two drug SMILES strings and cell line genomic features, predict the synergy score measuring deviation from expected non-interaction effect.. Dataset: NCI-60 drug combinations with 297,098 pairs across 59 cell lines Drug 1: CC1=C2C(C(=O)C3(C(CC4C(C3C(C(C2(C)C)(CC1OC(=O)C(C(C5=CC=CC=C5)NC(=O)OC(C)(C)C)O)O)OC(=O)C6=CC=CC=C6)(CO4)OC(=O)C)O)C)O. Drug 2: C(CN)CNCCSP(=O)(O)O. Cell line: HCC-2998. Synergy scores: CSS=8.98, Synergy_ZIP=-5.50, Synergy_Bliss=-6.83, Synergy_Loewe=-38.9, Synergy_HSA=-7.77.